From a dataset of Full USPTO retrosynthesis dataset with 1.9M reactions from patents (1976-2016). Predict the reactants needed to synthesize the given product. (1) Given the product [Cl:1][C:2]1[CH:3]=[CH:4][C:5]([C:8]2[CH:9]=[N:10][CH:11]=[C:12]3[C:17]=2[N:16]=[C:15]([C:18]([N:58]2[CH2:59][CH2:60][N:55]([CH3:54])[CH2:56][CH2:57]2)=[O:20])[CH:14]=[CH:13]3)=[CH:6][CH:7]=1, predict the reactants needed to synthesize it. The reactants are: [Cl:1][C:2]1[CH:7]=[CH:6][C:5]([C:8]2[CH:9]=[N:10][CH:11]=[C:12]3[C:17]=2[N:16]=[C:15]([C:18]([OH:20])=O)[CH:14]=[CH:13]3)=[CH:4][CH:3]=1.C(N(CC)C(C)C)(C)C.F[P-](F)(F)(F)(F)F.N1(OC(N(C)C)=[N+](C)C)C2N=CC=CC=2N=N1.[CH3:54][N:55]1[CH2:60][CH2:59][NH:58][CH2:57][CH2:56]1. (2) The reactants are: Br[C:2]1[CH:7]=[CH:6][C:5]([C:8]([N:10]2[CH2:14][CH2:13][CH2:12][C@H:11]2[CH2:15][N:16]2[CH2:20][CH2:19][CH2:18][CH2:17]2)=[O:9])=[C:4]([F:21])[CH:3]=1.[CH3:22][O:23][C:24]1[CH:25]=[C:26](B(O)O)[CH:27]=[CH:28][C:29]=1[O:30][CH3:31]. Given the product [F:21][C:4]1[CH:3]=[C:2]([C:27]2[CH:26]=[CH:25][C:24]([O:23][CH3:22])=[C:29]([O:30][CH3:31])[CH:28]=2)[CH:7]=[CH:6][C:5]=1[C:8]([N:10]1[CH2:14][CH2:13][CH2:12][C@H:11]1[CH2:15][N:16]1[CH2:20][CH2:19][CH2:18][CH2:17]1)=[O:9], predict the reactants needed to synthesize it. (3) Given the product [Br:25][CH2:26][CH2:27][O:20][C:5]1[C:6]([O:10][CH2:11][CH2:12][CH2:13][C:14]2[CH:19]=[CH:18][CH:17]=[CH:16][CH:15]=2)=[C:7]([O:8][CH3:9])[C:2]([Cl:1])=[C:3]([CH3:24])[C:4]=1[C:21](=[O:23])[CH3:22], predict the reactants needed to synthesize it. The reactants are: [Cl:1][C:2]1[C:3]([CH3:24])=[C:4]([C:21](=[O:23])[CH3:22])[C:5]([OH:20])=[C:6]([O:10][CH2:11][CH2:12][CH2:13][C:14]2[CH:19]=[CH:18][CH:17]=[CH:16][CH:15]=2)[C:7]=1[O:8][CH3:9].[Br:25][CH2:26][CH2:27]Br. (4) Given the product [Cl:1][C:2]1[CH:7]=[CH:6][CH:5]=[C:4]([Cl:8])[C:3]=1[N:9]1[C:13]([CH2:14][O:15][C:16]2[CH:21]=[CH:20][C:19]([CH:22]([CH3:26])[CH2:23][CH2:24][O:25][S:47]([C:43]3[CH:44]=[CH:45][CH:46]=[C:41]([N+:38]([O-:40])=[O:39])[CH:42]=3)(=[O:48])=[O:49])=[C:18]([CH3:27])[CH:17]=2)=[C:12]([CH:28]([CH3:30])[CH3:29])[CH:11]=[N:10]1, predict the reactants needed to synthesize it. The reactants are: [Cl:1][C:2]1[CH:7]=[CH:6][CH:5]=[C:4]([Cl:8])[C:3]=1[N:9]1[C:13]([CH2:14][O:15][C:16]2[CH:21]=[CH:20][C:19]([CH:22]([CH3:26])[CH2:23][CH2:24][OH:25])=[C:18]([CH3:27])[CH:17]=2)=[C:12]([CH:28]([CH3:30])[CH3:29])[CH:11]=[N:10]1.C(N(CC)CC)C.[N+:38]([C:41]1[CH:42]=[C:43]([S:47](Cl)(=[O:49])=[O:48])[CH:44]=[CH:45][CH:46]=1)([O-:40])=[O:39]. (5) Given the product [F:29][C:28]([F:31])([F:30])[C:27]([OH:32])=[O:16].[NH:1]1[C:10]2[C:5](=[CH:6][C:7]3[CH2:15][CH2:14][NH:13][CH2:12][CH2:11][C:8]=3[CH:9]=2)[CH:4]=[CH:3][C:2]1=[O:16], predict the reactants needed to synthesize it. The reactants are: [NH:1]1[C:10]2[C:5](=[CH:6][C:7]3[CH2:15][CH2:14][NH:13][CH2:12][CH2:11][C:8]=3[CH:9]=2)[CH:4]=[CH:3][C:2]1=[O:16].NC1C=CC2CCN([C:27](=[O:32])[C:28]([F:31])([F:30])[F:29])CCC=2C=1.C(OC(OCC)CC(O)=O)C.C1(N=C=NC2CCCCC2)CCCCC1.C(=O)([O-])[O-].[K+].[K+].